From a dataset of Forward reaction prediction with 1.9M reactions from USPTO patents (1976-2016). Predict the product of the given reaction. (1) Given the reactants C(OC(=O)[N:7]([CH2:17][C:18]1[CH:23]=[CH:22][C:21]([F:24])=[CH:20][CH:19]=1)[C:8]1[CH:9]=[N:10][CH:11]=[CH:12][C:13]=1[N+:14]([O-])=O)(C)(C)C.[CH3:26][C:27]([Mg]Br)=[CH:28][CH3:29].[Cl-:32].[NH4+], predict the reaction product. The product is: [ClH:32].[F:24][C:21]1[CH:20]=[CH:19][C:18]([CH2:17][NH:7][C:8]2[C:13]3[NH:14][C:28]([CH3:29])=[C:27]([CH3:26])[C:12]=3[CH:11]=[N:10][CH:9]=2)=[CH:23][CH:22]=1. (2) Given the reactants Br[C:2]1[CH:3]=[C:4]2[C:9](=[CH:10][CH:11]=1)[N:8]=[CH:7][C:6]([C:12](=[O:14])[CH3:13])=[C:5]2[NH:15][C@H:16]1[CH2:21][CH2:20][C@H:19]([CH2:22][CH2:23][N:24]([CH3:26])[CH3:25])[CH2:18][CH2:17]1.[Cl:27][C:28]1[CH:33]=[C:32](B2OC(C)(C)C(C)(C)O2)[CH:31]=[C:30]([Cl:43])[C:29]=1[OH:44], predict the reaction product. The product is: [Cl:27][C:28]1[CH:33]=[C:32]([C:2]2[CH:3]=[C:4]3[C:9](=[CH:10][CH:11]=2)[N:8]=[CH:7][C:6]([C:12](=[O:14])[CH3:13])=[C:5]3[NH:15][C@H:16]2[CH2:21][CH2:20][C@H:19]([CH2:22][CH2:23][N:24]([CH3:26])[CH3:25])[CH2:18][CH2:17]2)[CH:31]=[C:30]([Cl:43])[C:29]=1[OH:44]. (3) Given the reactants [Cl:1][C:2]1[CH:3]=[C:4]([CH2:9][C:10]([OH:12])=[O:11])[CH:5]=[CH:6][C:7]=1[OH:8].S(=O)(=O)(O)O.[CH3:18]O, predict the reaction product. The product is: [Cl:1][C:2]1[CH:3]=[C:4]([CH2:9][C:10]([O:12][CH3:18])=[O:11])[CH:5]=[CH:6][C:7]=1[OH:8]. (4) Given the reactants O1[C:5]2([CH2:10][CH2:9][CH:8]([C:11]3[CH:16]=[CH:15][C:14]([OH:17])=[CH:13][C:12]=3[OH:18])[CH2:7][CH2:6]2)[O:4]CC1.O.C1(C)C=CC(S([O-])(=O)=O)=CC=1.[NH+]1C=CC=CC=1, predict the reaction product. The product is: [OH:18][C:12]1[CH:13]=[C:14]([OH:17])[CH:15]=[CH:16][C:11]=1[CH:8]1[CH2:7][CH2:6][C:5](=[O:4])[CH2:10][CH2:9]1. (5) The product is: [CH2:1]([O:8][C:9]([N:11]1[CH2:16][CH2:15][CH:14]([CH2:17][CH2:18][C:19](=[O:26])[C:20]2[CH:25]=[CH:24][CH:23]=[CH:22][CH:21]=2)[CH2:13][CH2:12]1)=[O:10])[C:2]1[CH:3]=[CH:4][CH:5]=[CH:6][CH:7]=1. Given the reactants [CH2:1]([O:8][C:9]([N:11]1[CH2:16][CH2:15][CH:14]([CH:17]=[CH:18][C:19](=[O:26])[C:20]2[CH:25]=[CH:24][CH:23]=[CH:22][CH:21]=2)[CH2:13][CH2:12]1)=[O:10])[C:2]1[CH:7]=[CH:6][CH:5]=[CH:4][CH:3]=1, predict the reaction product. (6) Given the reactants [O:1]1[CH:5]=[CH:4][C:3]([C:6]2[CH:11]=[C:10]([CH3:12])[C:9]([OH:13])=[C:8]([CH3:14])[CH:7]=2)=[CH:2]1.CO, predict the reaction product. The product is: [CH3:12][C:10]1[CH:11]=[C:6]([CH:3]2[CH2:4][CH2:5][O:1][CH2:2]2)[CH:7]=[C:8]([CH3:14])[C:9]=1[OH:13].